This data is from Forward reaction prediction with 1.9M reactions from USPTO patents (1976-2016). The task is: Predict the product of the given reaction. Given the reactants Br[C:2]1[CH:11]=[CH:10][C:5]([C:6]([O:8]C)=[O:7])=[C:4]([CH3:12])[CH:3]=1.[C:13]([CH:15]1[CH2:17][CH2:16]1)#[CH:14], predict the reaction product. The product is: [CH:15]1([C:13]#[C:14][C:2]2[CH:11]=[CH:10][C:5]([C:6]([OH:8])=[O:7])=[C:4]([CH3:12])[CH:3]=2)[CH2:17][CH2:16]1.